From a dataset of Full USPTO retrosynthesis dataset with 1.9M reactions from patents (1976-2016). Predict the reactants needed to synthesize the given product. (1) Given the product [F:1][C:2]1[C:3]([CH:14]=[N:16][OH:17])=[CH:4][C:5]2[C:9]([CH3:11])([CH3:10])[O:8][B:7]([OH:12])[C:6]=2[CH:13]=1, predict the reactants needed to synthesize it. The reactants are: [F:1][C:2]1[C:3]([CH:14]=O)=[CH:4][C:5]2[C:9]([CH3:11])([CH3:10])[O:8][B:7]([OH:12])[C:6]=2[CH:13]=1.[NH2:16][OH:17].Cl.CC([O-])=O.[Na+]. (2) Given the product [CH3:8][C:5]1[N:4]=[N:3][C:2]([O:18][C:15]2[CH:16]=[CH:17][C:12]([O:11][C:10]([F:9])([F:19])[F:20])=[CH:13][CH:14]=2)=[CH:7][CH:6]=1, predict the reactants needed to synthesize it. The reactants are: Cl[C:2]1[N:3]=[N:4][C:5]([CH3:8])=[CH:6][CH:7]=1.[F:9][C:10]([F:20])([F:19])[O:11][C:12]1[CH:17]=[CH:16][C:15]([OH:18])=[CH:14][CH:13]=1.C(=O)([O-])[O-].[K+].[K+].CN(C=O)C. (3) Given the product [CH3:39][N:7]([CH2:8][C@@H:9]1[CH2:13][CH2:12][N:11]([C:14]2[C:23]3[C:18](=[N:19][CH:20]=[CH:21][N:22]=3)[CH:17]=[C:16]([C:24]3[CH:29]=[CH:28][C:27]([N:30]4[CH2:35][CH2:34][O:33][CH2:32][CH2:31]4)=[CH:26][CH:25]=3)[N:15]=2)[CH2:10]1)[C:6](=[O:36])[O:5][C:1]([CH3:4])([CH3:2])[CH3:3], predict the reactants needed to synthesize it. The reactants are: [C:1]([O:5][C:6](=[O:36])[NH:7][CH2:8][C@@H:9]1[CH2:13][CH2:12][N:11]([C:14]2[C:23]3[C:18](=[N:19][CH:20]=[CH:21][N:22]=3)[CH:17]=[C:16]([C:24]3[CH:29]=[CH:28][C:27]([N:30]4[CH2:35][CH2:34][O:33][CH2:32][CH2:31]4)=[CH:26][CH:25]=3)[N:15]=2)[CH2:10]1)([CH3:4])([CH3:3])[CH3:2].[H-].[Na+].[CH2:39]1COCC1. (4) Given the product [CH2:1]([O:3][C:4]([C:6]1[CH:10]=[CH:9][N:8]([CH2:22][C:21]2[CH:24]=[CH:25][CH:26]=[C:19]([O:18][CH3:17])[CH:20]=2)[C:7]=1[C:11]1[CH:16]=[CH:15][CH:14]=[CH:13][CH:12]=1)=[O:5])[CH3:2], predict the reactants needed to synthesize it. The reactants are: [CH2:1]([O:3][C:4]([C:6]1[CH:10]=[CH:9][NH:8][C:7]=1[C:11]1[CH:16]=[CH:15][CH:14]=[CH:13][CH:12]=1)=[O:5])[CH3:2].[CH3:17][O:18][C:19]1[CH:20]=[C:21]([CH:24]=[CH:25][CH:26]=1)[CH2:22]Br.CN(C=O)C.C(=O)([O-])[O-].[K+].[K+]. (5) Given the product [C:28]([O:27][C:25]([N:21]1[CH2:22][CH2:23][CH2:24][CH:19]([C@@H:12]2[N:11]([C:9]([O:8][CH2:1][C:2]3[CH:7]=[CH:6][CH:5]=[CH:4][CH:3]=3)=[O:10])[CH:15]([C:16](=[O:17])[NH:65][C:66]3[S:67][CH:68]=[C:69]([C:71]4[CH:72]=[CH:73][C:74]([C:75](=[O:76])[NH:77][CH:78]5[CH2:80][CH2:79]5)=[CH:81][CH:82]=4)[N:70]=3)[CH2:14][S:13]2)[CH2:20]1)=[O:26])([CH3:30])([CH3:29])[CH3:31], predict the reactants needed to synthesize it. The reactants are: [CH2:1]([O:8][C:9]([N:11]1[CH:15]([C:16](O)=[O:17])[CH2:14][S:13][C@@H:12]1[CH:19]1[CH2:24][CH2:23][CH2:22][N:21]([C:25]([O:27][C:28]([CH3:31])([CH3:30])[CH3:29])=[O:26])[CH2:20]1)=[O:10])[C:2]1[CH:7]=[CH:6][CH:5]=[CH:4][CH:3]=1.CCN(C(C)C)C(C)C.CN(C(ON1N=NC2C=CC=NC1=2)=[N+](C)C)C.F[P-](F)(F)(F)(F)F.[NH2:65][C:66]1[S:67][CH:68]=[C:69]([C:71]2[CH:82]=[CH:81][C:74]([C:75]([NH:77][CH:78]3[CH2:80][CH2:79]3)=[O:76])=[CH:73][CH:72]=2)[N:70]=1.